This data is from Reaction yield outcomes from USPTO patents with 853,638 reactions. The task is: Predict the reaction yield, written as a fraction of the theoretical maximum amount of product (1.0 means a 100% yield; for example, 0.34 means a 34% yield). (1) The reactants are S=[C:2]1[CH2:6][S:5][C:4](=[O:7])[NH:3]1.[CH3:8][N:9]1[CH2:13][CH2:12][CH2:11][CH:10]1[CH2:14][CH2:15][NH2:16].[F:17][C:18]([F:42])([F:41])[C:19]1[CH:36]=[C:35]([C:37]([F:40])([F:39])[F:38])[CH:34]=[CH:33][C:20]=1[CH2:21][O:22][C:23]1[CH:30]=[CH:29][C:26]([CH:27]=O)=[C:25](OC)[CH:24]=1.C[C:44](C)([O-:46])C.[K+]. The catalyst is C(O)C. The product is [F:17][C:18]([F:42])([F:41])[C:19]1[CH:36]=[C:35]([C:37]([F:38])([F:40])[F:39])[CH:34]=[CH:33][C:20]=1[CH2:21][O:22][C:23]1[CH:24]=[CH:25][C:26](/[CH:27]=[C:6]2/[C:2]([NH:16][CH2:15][CH2:14][CH:10]3[CH2:11][CH2:12][CH2:13][N:9]3[CH3:8])=[N:3][C:4](=[O:7])[S:5]/2)=[CH:29][C:30]=1[O:46][CH3:44]. The yield is 0.270. (2) The reactants are Br[C:2]1[C:11](=[O:12])[C:10]2[C:5](=[CH:6][CH:7]=[CH:8][CH:9]=2)[O:4][CH:3]=1.C[O:14][C:15]1[CH:20]=[CH:19][C:18](B(O)O)=[CH:17][CH:16]=1.C(=O)([O-])[O-].[Na+].[Na+].Cl.[NH+]1C=CC=CC=1.C([O-])(O)=O.[Na+]. The catalyst is O.C1(C)C=CC=CC=1. The product is [OH:14][C:15]1[CH:20]=[CH:19][C:18]([C:2]2[C:11](=[O:12])[C:10]3[C:5](=[CH:6][CH:7]=[CH:8][CH:9]=3)[O:4][CH:3]=2)=[CH:17][CH:16]=1. The yield is 0.830. (3) The reactants are [N:1]1([C:7]2[S:8]/[C:9](=[CH:13]\[C:14]3[CH:19]=[CH:18][C:17]([F:20])=[CH:16][C:15]=3[OH:21])/[C:10](=[O:12])[N:11]=2)[CH2:6][CH2:5][CH2:4][CH2:3][NH:2]1.[N:22]([C@H:25]([CH:33]([CH3:35])[CH3:34])[C:26]([O:28][C:29]([CH3:32])([CH3:31])[CH3:30])=[O:27])=[C:23]=[O:24]. The catalyst is C1COCC1. The product is [C:29]([O:28][C:26](=[O:27])[C@H:25]([NH:22][C:23]([O:21][C:15]1[CH:16]=[C:17]([F:20])[CH:18]=[CH:19][C:14]=1/[CH:13]=[C:9]1\[C:10](=[O:12])[N:11]=[C:7]([N:1]2[CH2:6][CH2:5][CH2:4][CH2:3][NH:2]2)[S:8]\1)=[O:24])[CH:33]([CH3:34])[CH3:35])([CH3:31])([CH3:32])[CH3:30]. The yield is 0.270. (4) The reactants are [C:1]1([N:7]([C:29]2[CH:34]=[CH:33][CH:32]=[CH:31][CH:30]=2)[C:8]2[CH:13]=[CH:12]C(C3C=CC(B4OC(C)(C)C(C)(C)O4)=CN=3)=CC=2)[CH:6]=[CH:5][CH:4]=[CH:3][CH:2]=1.Br[C:36]1[CH:37]=[CH:38][C:39]([C:42]2[N:46]([C:47]3[CH:52]=[CH:51][CH:50]=[CH:49][CH:48]=3)[C:45]3[CH:53]=[CH:54][CH:55]=[CH:56][C:44]=3[N:43]=2)=[N:40][CH:41]=1.C([O-])([O-])=O.[Na+].[Na+].O. The catalyst is C1C=CC([P]([Pd]([P](C2C=CC=CC=2)(C2C=CC=CC=2)C2C=CC=CC=2)([P](C2C=CC=CC=2)(C2C=CC=CC=2)C2C=CC=CC=2)[P](C2C=CC=CC=2)(C2C=CC=CC=2)C2C=CC=CC=2)(C2C=CC=CC=2)C2C=CC=CC=2)=CC=1.C(Cl)Cl.CC(C)=O.C(Cl)Cl.C1COCC1. The product is [C:8]1([N:7]([C:29]2[CH:30]=[CH:31][CH:32]=[CH:33][CH:34]=2)[C:1]2[CH:6]=[CH:5][C:4]([C:39]3[N:40]=[CH:41][C:36]([C:36]4[CH:41]=[N:40][C:39]([C:42]5[N:46]([C:47]6[CH:52]=[CH:51][CH:50]=[CH:49][CH:48]=6)[C:45]6[CH:53]=[CH:54][CH:55]=[CH:56][C:44]=6[N:43]=5)=[CH:38][CH:37]=4)=[CH:37][CH:38]=3)=[CH:3][CH:2]=2)[CH:13]=[CH:12][CH:56]=[CH:44][CH:45]=1. The yield is 0.880. (5) The reactants are [N:1]1[CH:5]=[C:4]([CH2:6][CH2:7][N:8]2[CH:13]([C:14]3[C:19]([CH3:20])=[CH:18][CH:17]=[CH:16][N:15]=3)[CH2:12][CH2:11][CH2:10][CH:9]2[C:21]2[C:26]([CH3:27])=[CH:25][CH:24]=[CH:23][N:22]=2)[NH:3][CH:2]=1.[H-].[Na+].[CH2:30](Br)[CH:31]=[CH2:32]. The catalyst is C1COCC1. The product is [CH2:32]([N:1]1[CH:5]=[C:4]([CH2:6][CH2:7][N:8]2[CH:9]([C:21]3[C:26]([CH3:27])=[CH:25][CH:24]=[CH:23][N:22]=3)[CH2:10][CH2:11][CH2:12][CH:13]2[C:14]2[C:19]([CH3:20])=[CH:18][CH:17]=[CH:16][N:15]=2)[N:3]=[CH:2]1)[CH:31]=[CH2:30]. The yield is 0.330. (6) The reactants are [F:1][C:2]1[CH:3]=[C:4]([CH:8]=[CH:9][CH:10]=1)[CH2:5][CH2:6][OH:7].CCOC(/N=N/C(OCC)=O)=O.C1(P(C2C=CC=CC=2)C2C=CC=CC=2)C=CC=CC=1.[C:42]([C:44]1[CH:49]=[CH:48][C:47](O)=[CH:46][CH:45]=1)#[N:43].[NH4+].[Cl-]. The catalyst is C1COCC1. The product is [F:1][C:2]1[CH:3]=[C:4]([CH:8]=[CH:9][CH:10]=1)[CH2:5][CH2:6][O:7][C:47]1[CH:48]=[CH:49][C:44]([C:42]#[N:43])=[CH:45][CH:46]=1. The yield is 0.750. (7) The reactants are [Cl:1][C:2]1[C:3]([O:21][CH:22]([CH3:24])[CH3:23])=[CH:4][C:5](NC(=O)OC(C)(C)C)=[C:6]2[C:11]=1[C:10](=[O:12])[NH:9][CH2:8][CH2:7]2.[BrH:25].N([O-])=O.[Na+].C([O-])(O)=O.[Na+]. The catalyst is C1COCC1. The product is [Br:25][C:5]1[CH:4]=[C:3]([O:21][CH:22]([CH3:24])[CH3:23])[C:2]([Cl:1])=[C:11]2[C:6]=1[CH2:7][CH2:8][NH:9][C:10]2=[O:12]. The yield is 0.420.